This data is from Forward reaction prediction with 1.9M reactions from USPTO patents (1976-2016). The task is: Predict the product of the given reaction. (1) Given the reactants [NH2:1][C:2]1[N:3]([CH3:24])[C:4](=[O:23])[C@:5]2([N:22]=1)[C:14]1[CH:13]=[C:12]([O:15]C)[CH:11]=[CH:10][C:9]=1[O:8][C@H:7]1[CH2:17][CH2:18][CH2:19][O:20][C@:6]21[CH3:21].B(Br)(Br)Br, predict the reaction product. The product is: [NH2:1][C:2]1[N:3]([CH3:24])[C:4](=[O:23])[C@:5]2([N:22]=1)[C:14]1[CH:13]=[C:12]([OH:15])[CH:11]=[CH:10][C:9]=1[O:8][C@H:7]1[CH2:17][CH2:18][CH2:19][O:20][C@:6]21[CH3:21]. (2) Given the reactants ClC1C(F)=CC=CC=1CN[C:6](=O)[N:7]([C@H:9]([CH2:15][O:16][C:17](=[O:29])[NH:18][C:19]1[N:20]=[CH:21][C:22]2[C:27]([CH:28]=1)=[CH:26][CH:25]=[CH:24][CH:23]=2)[CH2:10][CH2:11][C:12]([O-:14])=O)[CH3:8].[Li+].CN(C(ON1N=N[C:47]2[CH:48]=[CH:49][CH:50]=[CH:51][C:46]1=2)=[N+](C)C)C.[F:54][P-](F)(F)(F)(F)F.[ClH:61].Cl.[CH3:63][C:64]1[NH:65][C:66]2[CH2:71][CH2:70][NH:69][CH2:68][C:67]=2[N:72]=1, predict the reaction product. The product is: [CH:21]1[C:22]2[C:27](=[CH:26][CH:25]=[CH:24][CH:23]=2)[CH:28]=[C:19]([NH:18][C:17](=[O:29])[O:16][CH2:15][C@@H:9]([N:7]([CH2:6][C:50]2[CH:49]=[CH:48][CH:47]=[C:46]([F:54])[C:51]=2[Cl:61])[CH3:8])[CH2:10][CH2:11][C:12]([N:69]2[CH2:70][CH2:71][C:66]3[NH:65][C:64]([CH3:63])=[N:72][C:67]=3[CH2:68]2)=[O:14])[N:20]=1. (3) The product is: [CH2:1]([O:8][C:9](=[O:20])[NH:10][C:11]1[C:12]([O:18][CH3:19])=[N:13][CH:14]=[C:15]([B:21]2[O:25][C:24]([CH3:27])([CH3:26])[C:23]([CH3:29])([CH3:28])[O:22]2)[CH:16]=1)[C:2]1[CH:7]=[CH:6][CH:5]=[CH:4][CH:3]=1. Given the reactants [CH2:1]([O:8][C:9](=[O:20])[NH:10][C:11]1[C:12]([O:18][CH3:19])=[N:13][CH:14]=[C:15](I)[CH:16]=1)[C:2]1[CH:7]=[CH:6][CH:5]=[CH:4][CH:3]=1.[B:21]1([B:21]2[O:25][C:24]([CH3:27])([CH3:26])[C:23]([CH3:29])([CH3:28])[O:22]2)[O:25][C:24]([CH3:27])([CH3:26])[C:23]([CH3:29])([CH3:28])[O:22]1.CC([O-])=O.[K+], predict the reaction product. (4) The product is: [NH2:16][C:17]1[C:18]([C:29]([NH2:31])=[O:30])=[N:19][C:20]([CH:23]2[CH2:28][CH2:27][N:26]([C:2]3[N:7]=[C:6]([Cl:8])[N:5]=[C:4]([O:9][CH2:10][C@H:11]4[CH2:13][C@H:12]4[C:14]#[N:15])[N:3]=3)[CH2:25][CH2:24]2)=[CH:21][CH:22]=1. Given the reactants Cl[C:2]1[N:7]=[C:6]([Cl:8])[N:5]=[C:4]([O:9][CH2:10][C@H:11]2[CH2:13][C@H:12]2[C:14]#[N:15])[N:3]=1.[NH2:16][C:17]1[C:18]([C:29]([NH2:31])=[O:30])=[N:19][C:20]([CH:23]2[CH2:28][CH2:27][NH:26][CH2:25][CH2:24]2)=[CH:21][CH:22]=1.CCN(C(C)C)C(C)C.CCOC(C)=O, predict the reaction product. (5) Given the reactants [Cl:1][C:2]1[CH:3]=[CH:4][C:5]2[C:11](=O)[C:10](=[CH:13]N(C)C)[CH2:9][C:8](=[O:17])[NH:7][C:6]=2[CH:18]=1.[N+]([O-])(O)=O.[O:23]1[C:28]2[CH:29]=[CH:30][C:31]([NH:33][C:34]([NH2:36])=[NH:35])=[CH:32][C:27]=2[O:26][CH2:25][CH2:24]1, predict the reaction product. The product is: [Cl:1][C:2]1[CH:3]=[CH:4][C:5]2[C:11]3[N:35]=[C:34]([NH:33][C:31]4[CH:30]=[CH:29][C:28]5[O:23][CH2:24][CH2:25][O:26][C:27]=5[CH:32]=4)[N:36]=[CH:13][C:10]=3[CH2:9][C:8](=[O:17])[NH:7][C:6]=2[CH:18]=1. (6) Given the reactants [O:1]=[C:2]1[C:10]2[C:5](=[CH:6][CH:7]=[CH:8][CH:9]=2)[C:4](=[O:11])[N:3]1[CH2:12][C:13]1[CH:27]=[CH:26][C:16]([C:17]([NH:19][C:20]2[CH:25]=[CH:24][CH:23]=[CH:22][CH:21]=2)=O)=[CH:15][CH:14]=1.P(Cl)(Cl)(Cl)(Cl)Cl.[CH2:34]([O:36][C:37](=[O:40])[C:38]#[N:39])[CH3:35].Cl[Sn](Cl)(Cl)Cl, predict the reaction product. The product is: [O:1]=[C:2]1[C:10]2[C:5](=[CH:6][CH:7]=[CH:8][CH:9]=2)[C:4](=[O:11])[N:3]1[CH2:12][C:13]1[CH:14]=[CH:15][C:16]([C:17]2[N:39]=[C:38]([C:37]([O:36][CH2:34][CH3:35])=[O:40])[C:25]3[C:20](=[CH:21][CH:22]=[CH:23][CH:24]=3)[N:19]=2)=[CH:26][CH:27]=1. (7) Given the reactants [NH2:1][CH2:2][CH:3]([C:5]1[CH:10]=[CH:9][CH:8]=[CH:7][CH:6]=1)[OH:4].[CH:11](=O)[CH3:12].[BH4-].[Na+], predict the reaction product. The product is: [CH2:11]([NH:1][CH2:2][CH:3]([C:5]1[CH:10]=[CH:9][CH:8]=[CH:7][CH:6]=1)[OH:4])[CH3:12].